Dataset: Full USPTO retrosynthesis dataset with 1.9M reactions from patents (1976-2016). Task: Predict the reactants needed to synthesize the given product. (1) Given the product [CH3:31][C:5]1[CH:4]=[CH:3][C:2]([NH:1][C:41](=[O:52])[O:42][C:43]2[C:48]([CH3:49])=[CH:47][C:46]([CH3:50])=[CH:45][C:44]=2[CH3:51])=[CH:30][C:6]=1[C:7](=[O:8])[NH:9][C:10]1[CH:11]=[N:12][C:13]([NH:16][C:17]2[CH:22]=[CH:21][C:20]([N:23]3[CH2:24][CH2:25][N:26]([CH3:29])[CH2:27][CH2:28]3)=[CH:19][CH:18]=2)=[N:14][CH:15]=1, predict the reactants needed to synthesize it. The reactants are: [NH2:1][C:2]1[CH:3]=[CH:4][C:5]([CH3:31])=[C:6]([CH:30]=1)[C:7]([NH:9][C:10]1[CH:11]=[N:12][C:13]([NH:16][C:17]2[CH:22]=[CH:21][C:20]([N:23]3[CH2:28][CH2:27][N:26]([CH3:29])[CH2:25][CH2:24]3)=[CH:19][CH:18]=2)=[N:14][CH:15]=1)=[O:8].C(N(C(C)C)CC)(C)C.[C:41](Cl)(=[O:52])[O:42][C:43]1[C:48]([CH3:49])=[CH:47][C:46]([CH3:50])=[CH:45][C:44]=1[CH3:51]. (2) The reactants are: O[CH:2]([C:37]1[CH:38]=[N:39][C:40]([C:43]([F:46])([F:45])[F:44])=[CH:41][CH:42]=1)[C:3]1[C:12]2[C:11](=[O:13])[N:10]([CH2:14][CH2:15][CH2:16][O:17][CH:18]3CCCC[O:19]3)[C:9](=[O:24])[N:8]([CH3:25])[C:7]=2[N:6]=[CH:5][C:4]=1[O:26][C:27]1[CH:32]=[CH:31][CH:30]=[C:29]([C:33]([F:36])([F:35])[F:34])[CH:28]=1. Given the product [CH:18]([O:17][CH2:16][CH2:15][CH2:14][N:10]1[C:11](=[O:13])[C:12]2[C:3]([CH2:2][C:37]3[CH:38]=[N:39][C:40]([C:43]([F:46])([F:44])[F:45])=[CH:41][CH:42]=3)=[C:4]([O:26][C:27]3[CH:32]=[CH:31][CH:30]=[C:29]([C:33]([F:35])([F:34])[F:36])[CH:28]=3)[CH:5]=[N:6][C:7]=2[N:8]([CH3:25])[C:9]1=[O:24])=[O:19], predict the reactants needed to synthesize it. (3) Given the product [Br:1][C:2]1[CH:7]=[CH:6][C:5]([C:8]2[C:12]3[CH:13]=[CH:14][C:15]([O:17][CH2:18][CH2:19][CH2:20][N:22]([CH2:26][CH2:27][OH:28])[CH2:23][CH2:24][OH:25])=[CH:16][C:11]=3[S:10][N:9]=2)=[CH:4][CH:3]=1, predict the reactants needed to synthesize it. The reactants are: [Br:1][C:2]1[CH:7]=[CH:6][C:5]([C:8]2[C:12]3[CH:13]=[CH:14][C:15]([O:17][CH2:18][CH2:19][CH2:20]Br)=[CH:16][C:11]=3[S:10][N:9]=2)=[CH:4][CH:3]=1.[NH:22]([CH2:26][CH2:27][OH:28])[CH2:23][CH2:24][OH:25]. (4) The reactants are: [CH3:1][CH2:2][CH2:3][CH2:4][C:5]1[CH:6]=[CH:7][C:8]([OH:11])=[CH:9][CH:10]=1.N1C=CC=CC=1.[C:18](Cl)(=[O:20])[CH3:19]. Given the product [CH3:1][CH2:2][CH2:3][CH2:4][C:5]1[CH:10]=[CH:9][C:8]([O:11][C:18]([CH3:19])=[O:20])=[CH:7][CH:6]=1, predict the reactants needed to synthesize it. (5) Given the product [C:1]([O:5][C:6](=[O:17])[NH:7][CH2:8][CH2:9][C:10]1[CH:15]=[CH:14][C:13]([C:23]2[CH:22]=[CH:21][CH:20]=[C:19]([OH:18])[CH:24]=2)=[CH:12][CH:11]=1)([CH3:4])([CH3:3])[CH3:2], predict the reactants needed to synthesize it. The reactants are: [C:1]([O:5][C:6](=[O:17])[NH:7][CH2:8][CH2:9][C:10]1[CH:15]=[CH:14][C:13](Br)=[CH:12][CH:11]=1)([CH3:4])([CH3:3])[CH3:2].[OH:18][C:19]1[CH:20]=[C:21](B(O)O)[CH:22]=[CH:23][CH:24]=1.C(=O)([O-])[O-].[Na+].[Na+].C1(P(C2CCCCC2)C2CCCCC2)CCCCC1. (6) The reactants are: [NH2:1][C:2]1[CH:3]=[C:4]([CH:13]=[CH:14][CH:15]=1)[C:5]([C:7]1[CH:12]=[CH:11][CH:10]=[CH:9][CH:8]=1)=[O:6].[N:16]#[C:17][NH2:18].[N+:19]([O-:22])([OH:21])=[O:20].CCOCC. Given the product [N+:19]([O-:22])([O-:21])=[O:20].[C:5]([C:4]1[CH:3]=[C:2]([NH:1][C:17]([NH2:18])=[NH2+:16])[CH:15]=[CH:14][CH:13]=1)(=[O:6])[C:7]1[CH:12]=[CH:11][CH:10]=[CH:9][CH:8]=1, predict the reactants needed to synthesize it. (7) Given the product [C:34]([N:31]1[CH2:30][CH2:29][CH:28]([NH:27][C:25]([C:21]2[C:17]3[N:18]=[CH:19][N:20]=[C:15]([C:8]4[CH:9]=[C:10]([CH3:14])[C:11]([F:13])=[CH:12][C:7]=4[O:6][CH2:5][CH:2]4[CH2:4][CH2:3]4)[C:16]=3[NH:23][C:22]=2[CH3:24])=[O:26])[CH2:33][CH2:32]1)(=[O:36])[CH3:35], predict the reactants needed to synthesize it. The reactants are: Cl.[CH:2]1([CH2:5][O:6][C:7]2[CH:12]=[C:11]([F:13])[C:10]([CH3:14])=[CH:9][C:8]=2[C:15]2[C:16]3[NH:23][C:22]([CH3:24])=[C:21]([C:25]([NH:27][CH:28]4[CH2:33][CH2:32][NH:31][CH2:30][CH2:29]4)=[O:26])[C:17]=3[N:18]=[CH:19][N:20]=2)[CH2:4][CH2:3]1.[C:34](Cl)(=[O:36])[CH3:35].